Predict the product of the given reaction. From a dataset of Forward reaction prediction with 1.9M reactions from USPTO patents (1976-2016). Given the reactants C[Mg]I.[Cl:4][C:5]1[CH:6]=[C:7]([N:12]2[CH:16]=[C:15]([CH:17]=[O:18])[N:14]=[CH:13]2)[CH:8]=[CH:9][C:10]=1[Cl:11].[CH2:19]1COCC1.[Cl-].[NH4+], predict the reaction product. The product is: [Cl:4][C:5]1[CH:6]=[C:7]([N:12]2[CH:16]=[C:15]([CH:17]([OH:18])[CH3:19])[N:14]=[CH:13]2)[CH:8]=[CH:9][C:10]=1[Cl:11].